This data is from Full USPTO retrosynthesis dataset with 1.9M reactions from patents (1976-2016). The task is: Predict the reactants needed to synthesize the given product. (1) Given the product [N:34]([CH:12]([C:8]1[CH:9]=[CH:10][CH:11]=[C:6]([S:3]([CH2:1][CH3:2])(=[O:5])=[O:4])[CH:7]=1)[CH:14]1[CH2:19][CH2:18][O:17][CH2:16][CH2:15]1)=[N+:35]=[N-:36], predict the reactants needed to synthesize it. The reactants are: [CH2:1]([S:3]([C:6]1[CH:7]=[C:8]([CH:12]([CH:14]2[CH2:19][CH2:18][O:17][CH2:16][CH2:15]2)O)[CH:9]=[CH:10][CH:11]=1)(=[O:5])=[O:4])[CH3:2].C1C=CC(P([N:34]=[N+:35]=[N-:36])(C2C=CC=CC=2)=O)=CC=1.C1CCN2C(=NCCC2)CC1. (2) Given the product [Cl:17][C:14]1[CH:15]=[C:16]2[C:11](=[CH:12][CH:13]=1)[NH:10][C:9](=[O:18])[C:8]2=[CH:7][C:5]1[O:6][C:2]([C:33]2[CH:47]=[CH:46][C:36]([O:37][CH2:38][CH2:39][N:40]3[CH2:41][CH2:42][O:43][CH2:44][CH2:45]3)=[CH:35][CH:34]=2)=[CH:3][CH:4]=1, predict the reactants needed to synthesize it. The reactants are: Br[C:2]1[O:6][C:5]([CH:7]=[C:8]2[C:16]3[C:11](=[CH:12][CH:13]=[C:14]([Cl:17])[CH:15]=3)[NH:10][C:9]2=[O:18])=[CH:4][CH:3]=1.C([O-])([O-])=O.[Cs+].[Cs+].CC1(C)C(C)(C)OB([C:33]2[CH:47]=[CH:46][C:36]([O:37][CH2:38][CH2:39][N:40]3[CH2:45][CH2:44][O:43][CH2:42][CH2:41]3)=[CH:35][CH:34]=2)O1. (3) Given the product [CH2:11]([N:8]1[CH:7]=[C:6]2[C:10]([C:2]([Cl:1])=[CH:3][CH:4]=[CH:5]2)=[N:9]1)[CH2:12][C:13]#[CH:14], predict the reactants needed to synthesize it. The reactants are: [Cl:1][C:2]1[C:10]2[C:6](=[CH:7][N:8]([CH2:11][CH2:12][C:13]#[C:14][Si](C)(C)C)[N:9]=2)[CH:5]=[CH:4][CH:3]=1.ClC1C=CC=C2C=1N(CCC#C[Si](C)(C)C)N=C2. (4) Given the product [C:8]1([C@H:14]([O:28][S@:29]([C:31]([CH3:32])([CH3:34])[CH3:33])=[O:30])[C@H:15]([NH:17][S:18]([C:21]2[CH:22]=[CH:23][C:24]([CH3:27])=[CH:25][CH:26]=2)(=[O:19])=[O:20])[CH3:16])[CH:9]=[CH:10][CH:11]=[CH:12][CH:13]=1, predict the reactants needed to synthesize it. The reactants are: C([S@@](N)=O)(C)(C)C.[C:8]1([C@@H:14]([O:28][S@@:29]([C:31]([CH3:34])([CH3:33])[CH3:32])=[O:30])[C@@H:15]([NH:17][S:18]([C:21]2[CH:26]=[CH:25][C:24]([CH3:27])=[CH:23][CH:22]=2)(=[O:20])=[O:19])[CH3:16])[CH:13]=[CH:12][CH:11]=[CH:10][CH:9]=1. (5) Given the product [C:1]12([NH:11][CH2:17][C:16]3[CH:19]=[CH:20][C:13]([OH:12])=[C:14]([O:21][CH3:22])[CH:15]=3)[CH2:8][CH:7]3[CH2:6][CH:5]([CH2:4][CH:3]([CH2:9]3)[CH2:2]1)[CH2:10]2, predict the reactants needed to synthesize it. The reactants are: [C:1]12([NH2:11])[CH2:10][CH:5]3[CH2:6][CH:7]([CH2:9][CH:3]([CH2:4]3)[CH2:2]1)[CH2:8]2.[OH:12][C:13]1[CH:20]=[CH:19][C:16]([CH:17]=O)=[CH:15][C:14]=1[O:21][CH3:22]. (6) Given the product [CH3:60][C:61]1([CH3:73])[O:65][C@H:64]([CH2:66][N:67]2[CH:71]=[CH:70][C:69]([NH:72][C:14](=[O:16])[C@@H:13]([N:11]3[CH2:12][C:8]([O:7][C:6]4[CH:5]=[CH:4][C:3]([O:2][CH3:1])=[CH:23][CH:22]=4)=[CH:9][C:10]3=[O:21])[CH2:17][CH:18]([CH3:20])[CH3:19])=[N:68]2)[CH2:63][O:62]1, predict the reactants needed to synthesize it. The reactants are: [CH3:1][O:2][C:3]1[CH:23]=[CH:22][C:6]([O:7][C:8]2[CH2:12][N:11]([C@@H:13]([CH2:17][CH:18]([CH3:20])[CH3:19])[C:14]([OH:16])=O)[C:10](=[O:21])[CH:9]=2)=[CH:5][CH:4]=1.C(N(CC)C(C)C)(C)C.F[P-](F)(F)(F)(F)F.N1(O[P+](N(C)C)(N(C)C)N(C)C)C2C=CC=CC=2N=N1.[CH3:60][C:61]1([CH3:73])[O:65][C@H:64]([CH2:66][N:67]2[CH:71]=[CH:70][C:69]([NH2:72])=[N:68]2)[CH2:63][O:62]1. (7) Given the product [OH:1][C:2]1[CH:3]=[C:4]2[C:9](=[CH:10][CH:11]=1)[C:8]([C:12]([NH:23][CH2:22][CH2:21][N:15]1[CH2:20][CH2:19][O:18][CH2:17][CH2:16]1)=[O:14])=[CH:7][CH:6]=[CH:5]2, predict the reactants needed to synthesize it. The reactants are: [OH:1][C:2]1[CH:3]=[C:4]2[C:9](=[CH:10][CH:11]=1)[C:8]([C:12]([OH:14])=O)=[CH:7][CH:6]=[CH:5]2.[N:15]1([CH2:21][CH2:22][NH2:23])[CH2:20][CH2:19][O:18][CH2:17][CH2:16]1.CN1CCOCC1.CCN=C=NCCCN(C)C.C1C=CC2N(O)N=NC=2C=1.C.